From a dataset of Serine/threonine kinase 33 screen with 319,792 compounds. Binary Classification. Given a drug SMILES string, predict its activity (active/inactive) in a high-throughput screening assay against a specified biological target. (1) The molecule is O=C1N(CC(=O)Nc2c3c(ccc2)cccc3)C(=O)N(C1)C. The result is 0 (inactive). (2) The compound is OC(=O)C(NC(=O)c1c(NC(=O)c2ccccc2)cccc1)Cc1c2c([nH]c1)cccc2. The result is 0 (inactive). (3) The drug is FC(F)(F)c1ccc(N2C(=O)C3(N(C4C(C3c3ccccc3)COc3c4cccc3)C2=O)C)cc1. The result is 0 (inactive). (4) The compound is s1c(nnc1NC(=O)Nc1cc(OC)ccc1)CC(=O)NCc1ccccc1. The result is 0 (inactive). (5) The compound is O=C1c2c(C(=O)c3c1cccc3)ccc(c2N)C(O)=O. The result is 1 (active).